From a dataset of Catalyst prediction with 721,799 reactions and 888 catalyst types from USPTO. Predict which catalyst facilitates the given reaction. Reactant: [OH:1][CH:2]([CH2:7][NH:8][C:9]([C:11]1[NH:12][C:13]([C:16]2[CH:21]=[C:20]([O:22][C:23]3[CH:28]=[CH:27][C:26]([S:29]([CH3:32])(=[O:31])=[O:30])=[CH:25][CH:24]=3)[CH:19]=[C:18]([O:33][C@@H:34]([CH3:38])[CH2:35][O:36][CH3:37])[CH:17]=2)=[CH:14][CH:15]=1)=O)[C:3]([O:5][CH3:6])=[O:4].CS(OS(C)(=O)=O)(=O)=O.C(N(CC)CC)C.C(=O)([O-])O.[Na+]. Product: [CH3:37][O:36][CH2:35][C@H:34]([CH3:38])[O:33][C:18]1[CH:17]=[C:16]([C:13]2[NH:12][C:11]([C:9]3[O:1][CH:2]([C:3]([O:5][CH3:6])=[O:4])[CH2:7][N:8]=3)=[CH:15][CH:14]=2)[CH:21]=[C:20]([O:22][C:23]2[CH:28]=[CH:27][C:26]([S:29]([CH3:32])(=[O:31])=[O:30])=[CH:25][CH:24]=2)[CH:19]=1. The catalyst class is: 7.